This data is from Forward reaction prediction with 1.9M reactions from USPTO patents (1976-2016). The task is: Predict the product of the given reaction. (1) The product is: [CH3:14][C:13]1[CH:8]=[CH:9][N:10]=[CH:11][C:12]=1[S:15]([C:16]1[C:30]([O:31][C:32]2[CH:33]=[N:34][CH:35]=[CH:36][CH:37]=2)=[CH:29][C:19]2[NH:20][C:21]([C:23]3[CH:28]=[CH:27][CH:26]=[CH:25][N:24]=3)=[N:22][C:18]=2[CH:17]=1)(=[O:1])=[O:7]. Given the reactants [OH:1]OS([O-])=O.[K+].[OH2:7].[CH3:8][C:9]1[CH:14]=[CH:13][C:12]([S:15][C:16]2[C:30]([O:31][C:32]3[CH:33]=[N:34][CH:35]=[CH:36][CH:37]=3)=[CH:29][C:19]3[NH:20][C:21]([C:23]4[CH:28]=[CH:27][CH:26]=[CH:25][N:24]=4)=[N:22][C:18]=3[CH:17]=2)=[CH:11][N:10]=1, predict the reaction product. (2) Given the reactants Cl[C:2](Cl)([O:4]C(=O)OC(Cl)(Cl)Cl)Cl.[CH:13]1([NH:16][C:17]2[C:18]3[CH:39]=[CH:38][NH:37][C:19]=3[N:20]=[CH:21][C:22]=2[CH2:23][NH:24][C:25]2[C:30]([F:31])=[C:29]([O:32][CH3:33])[CH:28]=[C:27]([O:34][CH3:35])[C:26]=2[F:36])[CH2:15][CH2:14]1.C(N(CC)CC)C.[OH-].[Na+], predict the reaction product. The product is: [CH:13]1([N:16]2[C:17]3[C:18]4[CH:39]=[CH:38][NH:37][C:19]=4[N:20]=[CH:21][C:22]=3[CH2:23][N:24]([C:25]3[C:30]([F:31])=[C:29]([O:32][CH3:33])[CH:28]=[C:27]([O:34][CH3:35])[C:26]=3[F:36])[C:2]2=[O:4])[CH2:15][CH2:14]1. (3) Given the reactants [OH:1][C:2]1[CH:7]=[CH:6][CH:5]=[CH:4][C:3]=1[C:8]1([NH:11][C:12]2[C:13](=[O:29])[N:14]([C:18]3[CH:19]=[C:20]([CH:25]=[CH:26][C:27]=3[CH3:28])[C:21]([O:23][CH3:24])=[O:22])[CH:15]=[CH:16][N:17]=2)[CH2:10][CH2:9]1.C(=O)([O-])[O-].[K+].[K+].Br[CH2:37][CH2:38][Cl:39], predict the reaction product. The product is: [Cl:39][CH2:38][CH2:37][O:1][C:2]1[CH:7]=[CH:6][CH:5]=[CH:4][C:3]=1[C:8]1([NH:11][C:12]2[C:13](=[O:29])[N:14]([C:18]3[CH:19]=[C:20]([CH:25]=[CH:26][C:27]=3[CH3:28])[C:21]([O:23][CH3:24])=[O:22])[CH:15]=[CH:16][N:17]=2)[CH2:9][CH2:10]1. (4) Given the reactants Br[C:2]1[CH:7]=[CH:6][N:5]=[C:4]([C:8]([NH:10][C:11]2[CH:16]=[CH:15][CH:14]=[C:13]([C:17]([F:20])([F:19])[F:18])[CH:12]=2)=[O:9])[CH:3]=1.[CH3:21][S:22][C:23]1[N:24]=[CH:25][C:26]2[CH2:31][NH:30][CH2:29][C:27]=2[N:28]=1.C(=O)([O-])[O-].[Cs+].[Cs+].C1(P(C2C=CC=CC=2)C2C=CC3C(=CC=CC=3)C=2C2C3C(=CC=CC=3)C=CC=2P(C2C=CC=CC=2)C2C=CC=CC=2)C=CC=CC=1, predict the reaction product. The product is: [F:18][C:17]([F:20])([F:19])[C:13]1[CH:12]=[C:11]([NH:10][C:8]([C:4]2[CH:3]=[C:2]([N:30]3[CH2:31][C:26]4[CH:25]=[N:24][C:23]([S:22][CH3:21])=[N:28][C:27]=4[CH2:29]3)[CH:7]=[CH:6][N:5]=2)=[O:9])[CH:16]=[CH:15][CH:14]=1. (5) The product is: [OH:8][C:9]1[CH:10]=[C:11]2[C:15](=[CH:16][CH:17]=1)[N:14]([C:18]([O:20][C:21]([CH3:24])([CH3:23])[CH3:22])=[O:19])[CH:13]=[CH:12]2. Given the reactants C([O:8][C:9]1[CH:10]=[C:11]2[C:15](=[CH:16][CH:17]=1)[N:14]([C:18]([O:20][C:21]([CH3:24])([CH3:23])[CH3:22])=[O:19])[CH:13]=[CH:12]2)C1C=CC=CC=1.C([O-])=O.[NH4+], predict the reaction product.